The task is: Regression. Given two drug SMILES strings and cell line genomic features, predict the synergy score measuring deviation from expected non-interaction effect.. This data is from NCI-60 drug combinations with 297,098 pairs across 59 cell lines. (1) Synergy scores: CSS=25.4, Synergy_ZIP=-1.44, Synergy_Bliss=-2.12, Synergy_Loewe=-3.09, Synergy_HSA=-1.56. Drug 2: N.N.Cl[Pt+2]Cl. Cell line: OVCAR-4. Drug 1: C1=NC2=C(N=C(N=C2N1C3C(C(C(O3)CO)O)O)F)N. (2) Drug 1: COC1=CC(=CC(=C1O)OC)C2C3C(COC3=O)C(C4=CC5=C(C=C24)OCO5)OC6C(C(C7C(O6)COC(O7)C8=CC=CS8)O)O. Drug 2: CC1=C(C(CCC1)(C)C)C=CC(=CC=CC(=CC(=O)O)C)C. Cell line: SK-MEL-2. Synergy scores: CSS=46.5, Synergy_ZIP=-0.475, Synergy_Bliss=1.73, Synergy_Loewe=-26.1, Synergy_HSA=0.918. (3) Drug 2: CCN(CC)CCCC(C)NC1=C2C=C(C=CC2=NC3=C1C=CC(=C3)Cl)OC. Cell line: SNB-19. Synergy scores: CSS=12.3, Synergy_ZIP=-4.74, Synergy_Bliss=5.51, Synergy_Loewe=-13.5, Synergy_HSA=3.22. Drug 1: CN1C(=O)N2C=NC(=C2N=N1)C(=O)N. (4) Drug 1: C1CCC(CC1)NC(=O)N(CCCl)N=O. Drug 2: C1=CC=C(C(=C1)C(C2=CC=C(C=C2)Cl)C(Cl)Cl)Cl. Cell line: UACC62. Synergy scores: CSS=37.2, Synergy_ZIP=-1.06, Synergy_Bliss=4.38, Synergy_Loewe=-2.49, Synergy_HSA=4.32. (5) Drug 1: CNC(=O)C1=NC=CC(=C1)OC2=CC=C(C=C2)NC(=O)NC3=CC(=C(C=C3)Cl)C(F)(F)F. Drug 2: CN(CC1=CN=C2C(=N1)C(=NC(=N2)N)N)C3=CC=C(C=C3)C(=O)NC(CCC(=O)O)C(=O)O. Cell line: U251. Synergy scores: CSS=24.8, Synergy_ZIP=2.30, Synergy_Bliss=0.972, Synergy_Loewe=-45.0, Synergy_HSA=-3.90. (6) Drug 1: C1C(C(OC1N2C=NC(=NC2=O)N)CO)O. Drug 2: CC1C(C(CC(O1)OC2CC(CC3=C2C(=C4C(=C3O)C(=O)C5=C(C4=O)C(=CC=C5)OC)O)(C(=O)CO)O)N)O.Cl. Cell line: SK-MEL-5. Synergy scores: CSS=52.5, Synergy_ZIP=-0.166, Synergy_Bliss=0.705, Synergy_Loewe=-8.19, Synergy_HSA=2.69. (7) Drug 1: CC1OCC2C(O1)C(C(C(O2)OC3C4COC(=O)C4C(C5=CC6=C(C=C35)OCO6)C7=CC(=C(C(=C7)OC)O)OC)O)O. Drug 2: CC1CCCC2(C(O2)CC(NC(=O)CC(C(C(=O)C(C1O)C)(C)C)O)C(=CC3=CSC(=N3)C)C)C. Cell line: HCT116. Synergy scores: CSS=52.6, Synergy_ZIP=-3.92, Synergy_Bliss=-7.11, Synergy_Loewe=-6.11, Synergy_HSA=-6.08.